From a dataset of Reaction yield outcomes from USPTO patents with 853,638 reactions. Predict the reaction yield, written as a fraction of the theoretical maximum amount of product (1.0 means a 100% yield; for example, 0.34 means a 34% yield). (1) The reactants are [C:1]([C:4]1[CH:31]=[C:7]2[CH2:8][N:9]([C:13]([O:15][CH2:16][C:17]3[CH:22]=[C:21]([C:23]([F:26])([F:25])[F:24])[CH:20]=[C:19]([C:27]([F:30])([F:29])[F:28])[CH:18]=3)=[O:14])[CH2:10][CH2:11][CH2:12][N:6]2[N:5]=1)(=O)[CH3:2].[NH:32]1[CH2:37][CH2:36][CH2:35][CH2:34][CH2:33]1.[BH4-].[Na+]. The catalyst is C1COCC1.O.CO. The product is [N:32]1([CH:1]([C:4]2[CH:31]=[C:7]3[CH2:8][N:9]([C:13]([O:15][CH2:16][C:17]4[CH:22]=[C:21]([C:23]([F:26])([F:25])[F:24])[CH:20]=[C:19]([C:27]([F:30])([F:29])[F:28])[CH:18]=4)=[O:14])[CH2:10][CH2:11][CH2:12][N:6]3[N:5]=2)[CH3:2])[CH2:37][CH2:36][CH2:35][CH2:34][CH2:33]1. The yield is 0.260. (2) The reactants are [CH:1]([C:4]1[NH:5][C:6](=O)[C:7]2[N:8]([CH:10]=[CH:11][CH:12]=2)[CH:9]=1)([CH3:3])[CH3:2].O=P(Cl)(Cl)[Cl:16]. No catalyst specified. The product is [Cl:16][C:6]1[C:7]2[N:8]([CH:10]=[CH:11][CH:12]=2)[CH:9]=[C:4]([CH:1]([CH3:3])[CH3:2])[N:5]=1. The yield is 0.620. (3) The reactants are [Cl:1][C:2]1[CH:3]=[C:4]([NH:9][C:10](=[O:38])[CH2:11][C:12]2[CH:17]=[CH:16][C:15]([C:18]3[CH:19]=[N:20][C:21]([O:27]CC4C=CC(OC)=CC=4)=[C:22]([O:24][CH2:25][CH3:26])[CH:23]=3)=[CH:14][C:13]=2[F:37])[CH:5]=[CH:6][C:7]=1[Cl:8].Cl. No catalyst specified. The product is [Cl:1][C:2]1[CH:3]=[C:4]([NH:9][C:10](=[O:38])[CH2:11][C:12]2[CH:17]=[CH:16][C:15]([C:18]3[CH:23]=[C:22]([O:24][CH2:25][CH3:26])[C:21](=[O:27])[NH:20][CH:19]=3)=[CH:14][C:13]=2[F:37])[CH:5]=[CH:6][C:7]=1[Cl:8]. The yield is 0.313.